From a dataset of Full USPTO retrosynthesis dataset with 1.9M reactions from patents (1976-2016). Predict the reactants needed to synthesize the given product. (1) Given the product [C:1]1([C:7]2[CH:8]=[CH:9][N:10]3[C:15]=2[C:14]([NH:16][CH2:17][C:18]2[CH:23]=[CH:22][CH:21]=[CH:20][N:19]=2)=[N:13][C:12]([C:24]2[CH:25]=[N:26][CH:27]=[C:28]([CH:31]=2)[C:32]([OH:34])=[O:33])=[N:11]3)[CH:2]=[CH:3][CH:4]=[CH:5][CH:6]=1, predict the reactants needed to synthesize it. The reactants are: [C:1]1([C:7]2[CH:8]=[CH:9][N:10]3[C:15]=2[C:14]([NH:16][CH2:17][C:18]2[CH:23]=[CH:22][CH:21]=[CH:20][N:19]=2)=[N:13][C:12]([C:24]2[CH:25]=[N:26][CH:27]=[C:28]([CH:31]=2)C#N)=[N:11]3)[CH:6]=[CH:5][CH:4]=[CH:3][CH:2]=1.[CH3:32][OH:33].[OH-:34].[K+]. (2) Given the product [CH:37]1([N:40]2[CH:45]=[CH:44][C:43]([C:17]3[CH:18]=[CH:19][C:14]([C@@H:12]([N:8]4[CH2:7][CH2:6][CH2:5][C@:4]([CH2:3][C:2]([OH:1])([CH3:36])[CH3:35])([C:29]5[CH:34]=[CH:33][CH:32]=[CH:31][CH:30]=5)[O:10][C:9]4=[O:11])[CH3:13])=[CH:15][CH:16]=3)=[CH:42][C:41]2=[O:47])[CH2:39][CH2:38]1, predict the reactants needed to synthesize it. The reactants are: [OH:1][C:2]([CH3:36])([CH3:35])[CH2:3][C@@:4]1([C:29]2[CH:34]=[CH:33][CH:32]=[CH:31][CH:30]=2)[O:10][C:9](=[O:11])[N:8]([C@H:12]([C:14]2[CH:19]=[CH:18][C:17](B3OC(C)(C)C(C)(C)O3)=[CH:16][CH:15]=2)[CH3:13])[CH2:7][CH2:6][CH2:5]1.[CH:37]1([N:40]2[CH:45]=[CH:44][C:43](I)=[CH:42][C:41]2=[O:47])[CH2:39][CH2:38]1.C([O-])([O-])=O.[Na+].[Na+]. (3) The reactants are: [CH3:1][O:2][C:3]([C:5]1[CH:6]=[C:7]2[C:12](=[CH:13][CH:14]=1)[CH:11]=[C:10](C(O)=O)[CH:9]=[CH:8]2)=[O:4].CC[N:20](CC)CC.C1C=CC(P(N=[N+]=[N-])(C2C=CC=CC=2)=O)=CC=1.[C:42]([O-:45])(O)=[O:43].[Na+].[CH3:47][C:48](O)([CH3:50])[CH3:49]. Given the product [C:48]([O:45][C:42]([NH:20][C:10]1[CH:11]=[C:12]2[C:7](=[CH:8][CH:9]=1)[CH:6]=[C:5]([C:3]([O:2][CH3:1])=[O:4])[CH:14]=[CH:13]2)=[O:43])([CH3:50])([CH3:49])[CH3:47], predict the reactants needed to synthesize it. (4) Given the product [NH2:12][C:11]1[C:2]([SH:15])=[N:3][CH:4]=[C:5]([CH:10]=1)[C:6]([O:8][CH3:9])=[O:7], predict the reactants needed to synthesize it. The reactants are: Cl[C:2]1[C:11]([N+:12]([O-])=O)=[CH:10][C:5]([C:6]([O:8][CH3:9])=[O:7])=[CH:4][N:3]=1.[SH2:15].[Na]. (5) The reactants are: O.ON1C2C=CC=C[C:6]=2N=N1.Cl.CN(C)CCCN=C=NCC.[N:24]1[CH:29]=[CH:28][C:27]([C:30]2[S:34][C:33]([C:35]([O-:37])=[O:36])=[N:32][CH:31]=2)=[CH:26][CH:25]=1.[Li+]. Given the product [N:24]1[CH:29]=[CH:28][C:27]([C:30]2[S:34][C:33]([C:35]([O:37][CH3:6])=[O:36])=[N:32][CH:31]=2)=[CH:26][CH:25]=1, predict the reactants needed to synthesize it. (6) Given the product [CH2:1]([O:8][CH2:9][N:10]1[C:15](=[O:16])[C:14]([Br:17])=[N:13][N:12]([CH2:18][C:19]2[C:20]3[C:25](=[CH:24][CH:23]=[CH:22][CH:21]=3)[C:31]([CH3:32])=[CH:30][CH:29]=2)[C:11]1=[O:28])[C:2]1[CH:7]=[CH:6][CH:5]=[CH:4][CH:3]=1, predict the reactants needed to synthesize it. The reactants are: [CH2:1]([O:8][CH2:9][N:10]1[C:15](=[O:16])[C:14]([Br:17])=[N:13][N:12]([CH2:18][C:19](F)(F)[C:20]2[CH:25]=[CH:24][CH:23]=[CH:22][CH:21]=2)[C:11]1=[O:28])[C:2]1[CH:7]=[CH:6][CH:5]=[CH:4][CH:3]=1.[CH3:29][C:30]1C2[C:31](=[CH:32]C=CC=2)[C:30]([CH2:29]O)=[CH:32][CH:31]=1. (7) The reactants are: [C:1]([O:5][C:6]([NH:8][C@H:9]([CH2:29][C:30]1[CH:35]=[C:34]([F:36])[C:33]([F:37])=[CH:32][C:31]=1[F:38])[CH2:10][C:11]([N:13]1[CH2:18][CH2:17][N:16]2[C:19]([C:25]([F:28])([F:27])[F:26])=[N:20][C:21]([C:22]([OH:24])=[O:23])=[C:15]2[CH2:14]1)=[O:12])=[O:7])([CH3:4])([CH3:3])[CH3:2].[C:39](=[O:48])([O:44][CH:45]([CH3:47])[CH3:46])[O:40][CH:41](Cl)[CH3:42].[I-].[K+].C(=O)([O-])[O-].[K+].[K+]. Given the product [CH:45]([O:44][C:39]([O:40][CH2:41][CH2:42][O:23][C:22]([C:21]1[N:20]=[C:19]([C:25]([F:27])([F:28])[F:26])[N:16]2[CH2:17][CH2:18][N:13]([C:11](=[O:12])[CH2:10][C@H:9]([NH:8][C:6]([O:5][C:1]([CH3:4])([CH3:2])[CH3:3])=[O:7])[CH2:29][C:30]3[CH:35]=[C:34]([F:36])[C:33]([F:37])=[CH:32][C:31]=3[F:38])[CH2:14][C:15]=12)=[O:24])=[O:48])([CH3:47])[CH3:46].[CH:45]([O:44][C:39]([O:40][CH:41]([O:23][C:22]([C:21]1[N:20]=[C:19]([C:25]([F:27])([F:28])[F:26])[N:16]2[CH2:17][CH2:18][N:13]([C:11](=[O:12])[CH2:10][C@H:9]([NH:8][C:6]([O:5][C:1]([CH3:4])([CH3:2])[CH3:3])=[O:7])[CH2:29][C:30]3[CH:35]=[C:34]([F:36])[C:33]([F:37])=[CH:32][C:31]=3[F:38])[CH2:14][C:15]=12)=[O:24])[CH3:42])=[O:48])([CH3:47])[CH3:46], predict the reactants needed to synthesize it.